This data is from Full USPTO retrosynthesis dataset with 1.9M reactions from patents (1976-2016). The task is: Predict the reactants needed to synthesize the given product. (1) The reactants are: [CH3:1][O:2][C:3]([C:5]1[CH:6]=[N:7][C:8](N)=[N:9][CH:10]=1)=[O:4].Cl.C(Cl)[Cl:14].N([O-])=O.[Na+]. Given the product [Cl:14][C:8]1[N:7]=[CH:6][C:5]([C:3]([O:2][CH3:1])=[O:4])=[CH:10][N:9]=1, predict the reactants needed to synthesize it. (2) Given the product [CH3:37][C:35]([CH3:36])([CH3:38])[CH:13]([NH:12][C:10](=[O:11])[CH:9]([NH:8][CH3:6])[CH3:39])[C:14]([N:16]1[CH2:20][CH2:19][CH:18]([O:21][C:22](=[O:24])[CH3:23])[CH:17]1[CH2:25][C:26]1[C:34]2[C:29](=[N:30][CH:31]=[CH:32][CH:33]=2)[NH:28][CH:27]=1)=[O:15], predict the reactants needed to synthesize it. The reactants are: C(O[C:6]([N:8](C)[CH:9]([CH3:39])[C:10]([NH:12][CH:13]([C:35]([CH3:38])([CH3:37])[CH3:36])[C:14]([N:16]1[CH2:20][CH2:19][CH:18]([O:21][C:22](=[O:24])[CH3:23])[CH:17]1[CH2:25][C:26]1[C:34]2[C:29](=[N:30][CH:31]=[CH:32][CH:33]=2)[NH:28][CH:27]=1)=[O:15])=[O:11])=O)(C)(C)C.C(O)(C(F)(F)F)=O. (3) Given the product [NH2:2][C:1]1[N:19]([CH3:18])[N:20]=[C:4]([CH:6]2[CH2:9][N:8]([C:10]([O:12][C:13]([CH3:16])([CH3:15])[CH3:14])=[O:11])[CH2:7]2)[CH:3]=1, predict the reactants needed to synthesize it. The reactants are: [C:1]([CH2:3][C:4]([CH:6]1[CH2:9][N:8]([C:10]([O:12][C:13]([CH3:16])([CH3:15])[CH3:14])=[O:11])[CH2:7]1)=O)#[N:2].Cl.[CH3:18][NH:19][NH2:20]. (4) Given the product [S:10]1[CH:11]=[CH:12][C:8]([C:6]2[N:7]=[C:2]([NH:25][C:26]3[CH:27]=[CH:28][C:29]([NH:32][C:33]([NH:35][C:36]4[CH:37]=[C:38]([CH3:42])[CH:39]=[CH:40][CH:41]=4)=[O:34])=[CH:30][CH:31]=3)[C:3]3[NH:15][N:14]=[CH:13][C:4]=3[N:5]=2)=[CH:9]1, predict the reactants needed to synthesize it. The reactants are: Cl[C:2]1[C:3]2[C:4](=[CH:13][N:14](CC3C=CC(OC)=CC=3)[N:15]=2)[N:5]=[C:6]([C:8]2[CH:12]=[CH:11][S:10][CH:9]=2)[N:7]=1.[NH2:25][C:26]1[CH:31]=[CH:30][C:29]([NH:32][C:33]([NH:35][C:36]2[CH:37]=[C:38]([CH3:42])[CH:39]=[CH:40][CH:41]=2)=[O:34])=[CH:28][CH:27]=1.Cl. (5) Given the product [NH2:1][C:2]1[N:3]=[CH:4][C:5]([C:18]2[CH:19]=[CH:20][C:21]([C:22]([NH:41][CH:42]3[CH2:47][CH2:46][N:45]([C:48]([O:50][C:51]([CH3:52])([CH3:53])[CH3:54])=[O:49])[C@@H:44]([C:55]([O:57][C:58]([CH3:61])([CH3:60])[CH3:59])=[O:56])[CH2:43]3)=[O:23])=[CH:25][CH:26]=2)=[N:6][C:7]=1[NH:8][CH2:9][C:10]1[C:15]([Cl:16])=[CH:14][CH:13]=[CH:12][C:11]=1[Cl:17], predict the reactants needed to synthesize it. The reactants are: [NH2:1][C:2]1[N:3]=[CH:4][C:5]([C:18]2[CH:26]=[CH:25][C:21]([C:22](O)=[O:23])=[CH:20][CH:19]=2)=[N:6][C:7]=1[NH:8][CH2:9][C:10]1[C:15]([Cl:16])=[CH:14][CH:13]=[CH:12][C:11]=1[Cl:17].C(Cl)CCl.C1C=CC2N(O)N=NC=2C=1.[NH2:41][CH:42]1[CH2:47][CH2:46][N:45]([C:48]([O:50][C:51]([CH3:54])([CH3:53])[CH3:52])=[O:49])[C@@H:44]([C:55]([O:57][C:58]([CH3:61])([CH3:60])[CH3:59])=[O:56])[CH2:43]1. (6) Given the product [C:45]([O:48][C:49]([CH3:53])([CH3:52])[CH2:50][NH:51][C:11](=[O:13])[C@H:10]([N:8]([C:6]([O:5][C:1]([CH3:2])([CH3:3])[CH3:4])=[O:7])[CH3:9])[CH2:14][C:15]1[CH:20]=[CH:19][CH:18]=[CH:17][CH:16]=1)(=[O:47])[CH3:46], predict the reactants needed to synthesize it. The reactants are: [C:1]([O:5][C:6]([N:8]([C@H:10]([CH2:14][C:15]1[CH:20]=[CH:19][CH:18]=[CH:17][CH:16]=1)[C:11]([OH:13])=O)[CH3:9])=[O:7])([CH3:4])([CH3:3])[CH3:2].O.ON1C2C=CC=CC=2N=N1.Cl.CN(C)CCCN=C=NCC.Cl.[C:45]([O:48][C:49]([CH3:53])([CH3:52])[CH2:50][NH2:51])(=[O:47])[CH3:46].C(N(C(C)C)C(C)C)C. (7) The reactants are: [CH2:1]([O:8][C:9]1[CH:18]=[C:17]2[C:12]([CH:13]=[C:14]([C:19]3([CH3:26])[NH:23]C(=O)N[C:20]3=[O:25])[CH:15]=[N:16]2)=[CH:11][CH:10]=1)[CH2:2][CH2:3][CH2:4][CH2:5][CH2:6][CH3:7].CC[OH:29].[OH-].[Na+].Cl. Given the product [NH2:23][C:19]([C:14]1[CH:15]=[N:16][C:17]2[C:12]([CH:13]=1)=[CH:11][CH:10]=[C:9]([O:8][CH2:1][CH2:2][CH2:3][CH2:4][CH2:5][CH2:6][CH3:7])[CH:18]=2)([CH3:26])[C:20]([OH:25])=[O:29], predict the reactants needed to synthesize it. (8) Given the product [CH3:1][O:2][CH2:3][C:4]1[N:5]=[CH:6][C:7]([O:10][C:11]2[CH:16]=[CH:15][C:14]([NH2:17])=[C:13]([O:20][CH:21]3[CH2:26][CH2:25][O:24][CH2:23][CH2:22]3)[CH:12]=2)=[CH:8][CH:9]=1, predict the reactants needed to synthesize it. The reactants are: [CH3:1][O:2][CH2:3][C:4]1[CH:9]=[CH:8][C:7]([O:10][C:11]2[CH:16]=[CH:15][C:14]([N+:17]([O-])=O)=[C:13]([O:20][CH:21]3[CH2:26][CH2:25][O:24][CH2:23][CH2:22]3)[CH:12]=2)=[CH:6][N:5]=1.[Cl-].[Ca+2].[Cl-].O.C(O)C. (9) Given the product [F:2][C:3]1[CH:4]=[C:5]2[C:10](=[CH:11][CH:12]=1)[N:9]=[CH:8][CH:7]=[C:6]2[N:13]1[CH2:14][CH2:15][N:16]([CH:26]([CH2:32][CH2:33][CH3:34])[C:27]([O:29][CH2:30][CH3:31])=[O:28])[CH2:17][CH2:18]1, predict the reactants needed to synthesize it. The reactants are: Cl.[F:2][C:3]1[CH:4]=[C:5]2[C:10](=[CH:11][CH:12]=1)[N:9]=[CH:8][CH:7]=[C:6]2[N:13]1[CH2:18][CH2:17][NH:16][CH2:15][CH2:14]1.C([O-])([O-])=O.[K+].[K+].Br[CH:26]([CH2:32][CH2:33][CH3:34])[C:27]([O:29][CH2:30][CH3:31])=[O:28].